Dataset: Forward reaction prediction with 1.9M reactions from USPTO patents (1976-2016). Task: Predict the product of the given reaction. (1) Given the reactants I[C:2]1[CH:3]=[CH:4][C:5](/[CH:8]=[CH:9]/[CH2:10][OH:11])=[N:6][CH:7]=1.[Cl:12][C:13]1[CH:18]=[CH:17][C:16]([C:19]2[CH:20]=[CH:21][C:22]([C:25]#[CH:26])=[N:23][CH:24]=2)=[CH:15][CH:14]=1, predict the reaction product. The product is: [Cl:12][C:13]1[CH:14]=[CH:15][C:16]([C:19]2[CH:20]=[CH:21][C:22]([C:25]#[C:26][C:2]3[CH:3]=[CH:4][C:5](/[CH:8]=[CH:9]/[CH2:10][OH:11])=[N:6][CH:7]=3)=[N:23][CH:24]=2)=[CH:17][CH:18]=1. (2) Given the reactants [CH3:1][C:2]1[CH:6]=[CH:5][S:4][C:3]=1[C:7]([OH:9])=O.[F:10][C:11]1[CH:18]=[CH:17][C:14]([CH2:15][NH2:16])=[CH:13][CH:12]=1, predict the reaction product. The product is: [F:10][C:11]1[CH:18]=[CH:17][C:14]([CH2:15][NH:16][C:7]([C:3]2[S:4][CH:5]=[CH:6][C:2]=2[CH3:1])=[O:9])=[CH:13][CH:12]=1.